From a dataset of Reaction yield outcomes from USPTO patents with 853,638 reactions. Predict the reaction yield, written as a fraction of the theoretical maximum amount of product (1.0 means a 100% yield; for example, 0.34 means a 34% yield). The reactants are [Cl-].[Al+3].[Cl-].[Cl-].[CH3:5][N:6]1[CH2:11][CH2:10][CH:9]([C:12](Cl)=[O:13])[CH2:8][CH2:7]1.[CH:15]1[CH:20]=[CH:19][CH:18]=[CH:17][CH:16]=1. No catalyst specified. The product is [CH3:5][N:6]1[CH2:11][CH2:10][CH:9]([C:12]([C:15]2[CH:20]=[CH:19][CH:18]=[CH:17][CH:16]=2)=[O:13])[CH2:8][CH2:7]1. The yield is 0.840.